Dataset: Catalyst prediction with 721,799 reactions and 888 catalyst types from USPTO. Task: Predict which catalyst facilitates the given reaction. Reactant: Cl.Cl[C:3]1[N:16]2[C:7](=[N:8][C:9]3[C:14]([C:15]2=[O:17])=[C:13]([F:18])[CH:12]=[CH:11][CH:10]=3)[C:6]2[CH:19]=[CH:20][N:21](S(C3C=CC(C)=CC=3)(=O)=O)[C:5]=2[N:4]=1.[CH3:32][O:33][C:34]1[CH:35]=[C:36]2[C:40](=[CH:41][C:42]=1[NH2:43])[N:39]([C:44](=[O:48])[CH2:45][O:46][CH3:47])[CH2:38][CH2:37]2.[CH3:49][NH2:50].[OH-].[K+].[OH-].[Na+]. Product: [F:18][C:13]1[CH:12]=[CH:11][CH:10]=[C:9]([NH:8][C:7]2[N:16]=[C:3]([NH:43][C:42]3[CH:41]=[C:40]4[C:36]([CH2:37][CH2:38][N:39]4[C:44](=[O:48])[CH2:45][O:46][CH3:47])=[CH:35][C:34]=3[O:33][CH3:32])[NH:4][C:5]3=[N:21][CH:20]=[CH:19][C:6]=23)[C:14]=1[C:15]([NH:50][CH3:49])=[O:17]. The catalyst class is: 49.